Dataset: Catalyst prediction with 721,799 reactions and 888 catalyst types from USPTO. Task: Predict which catalyst facilitates the given reaction. (1) Product: [C:141]([C:131]1[CH:130]=[C:129]([NH:128][C:126]([NH:1][CH2:2][C:3]2[CH:28]=[CH:27][CH:26]=[CH:25][C:4]=2[CH2:5][O:6][C:7]2[N:12]=[CH:11][N:10]([CH2:13][C:14]3[CH:19]=[CH:18][C:17]([O:20][CH3:21])=[CH:16][CH:15]=3)[C:9](=[O:22])[C:8]=2[CH2:23][CH3:24])=[O:127])[N:133]([C:134]2[CH:139]=[CH:138][CH:137]=[C:136]([F:140])[CH:135]=2)[N:132]=1)([CH3:144])([CH3:142])[CH3:143]. The catalyst class is: 2. Reactant: [NH2:1][CH2:2][C:3]1[CH:28]=[CH:27][CH:26]=[CH:25][C:4]=1[CH2:5][O:6][C:7]1[N:12]=[CH:11][N:10]([CH2:13][C:14]2[CH:19]=[CH:18][C:17]([O:20][CH3:21])=[CH:16][CH:15]=2)[C:9](=[O:22])[C:8]=1[CH2:23][CH3:24].C(C1C=C(NC(NCC2C=CC=CC=2COC2N=CN(CC3C=CC(OC)=CC=3)C(=O)C=2CC)=O)N(C2C=CC(C)=CC=2)N=1)(C)(C)C.C(N(CC)CC)C.C(C1C=C(NC(=O)OC2C=CC([N+]([O-])=O)=CC=2)N(C2C=CC=C(OC)C=2)N=1)(C)(C)C.BrC1C(=O)N(CC2C=CC(OC)=CC=2)C(C)=CC=1OCC1C=CC=CC=1CN[C:126]([NH:128][C:129]1[N:133]([C:134]2[CH:139]=[CH:138][CH:137]=[C:136]([F:140])[CH:135]=2)[N:132]=[C:131]([C:141]([CH3:144])([CH3:143])[CH3:142])[CH:130]=1)=[O:127]. (2) Reactant: C([O:3][C:4]([CH:6]1[CH2:11][CH2:10][CH2:9][N:8]([S:12]([C:15]2[CH:20]=[CH:19][CH:18]=[CH:17][C:16]=2[Cl:21])(=[O:14])=[O:13])[CH2:7]1)=[O:5])C.O[Li:23].O. Product: [Cl:21][C:16]1[CH:17]=[CH:18][CH:19]=[CH:20][C:15]=1[S:12]([N:8]1[CH2:9][CH2:10][CH2:11][CH:6]([C:4]([O-:5])=[O:3])[CH2:7]1)(=[O:13])=[O:14].[Li+:23]. The catalyst class is: 87.